Dataset: Catalyst prediction with 721,799 reactions and 888 catalyst types from USPTO. Task: Predict which catalyst facilitates the given reaction. Reactant: C([O:8][C:9]1[C:10](=[O:18])[CH:11]=[C:12]([CH:15]([F:17])[F:16])[NH:13][CH:14]=1)C1C=CC=CC=1. Product: [F:17][CH:15]([F:16])[C:12]1[NH:13][CH:14]=[C:9]([OH:8])[C:10](=[O:18])[CH:11]=1. The catalyst class is: 19.